Dataset: Forward reaction prediction with 1.9M reactions from USPTO patents (1976-2016). Task: Predict the product of the given reaction. (1) Given the reactants [Cl-].[C:2]1([S+:8]([C:15]2[CH:20]=[CH:19][CH:18]=[CH:17][CH:16]=2)[C:9]2[CH:14]=[CH:13][CH:12]=[CH:11][CH:10]=2)[CH:7]=[CH:6][CH:5]=[CH:4][CH:3]=1.[F:21][C:22]([F:41])([S:37]([O-:40])(=[O:39])=[O:38])[CH:23]([O:28][C:29](=[O:36])[C:30]1[CH:35]=[CH:34][CH:33]=[CH:32][CH:31]=1)[C:24]([F:27])([F:26])[F:25].[Na+], predict the reaction product. The product is: [F:41][C:22]([F:21])([S:37]([O-:40])(=[O:38])=[O:39])[CH:23]([O:28][C:29](=[O:36])[C:30]1[CH:35]=[CH:34][CH:33]=[CH:32][CH:31]=1)[C:24]([F:25])([F:27])[F:26].[C:15]1([S+:8]([C:2]2[CH:3]=[CH:4][CH:5]=[CH:6][CH:7]=2)[C:9]2[CH:14]=[CH:13][CH:12]=[CH:11][CH:10]=2)[CH:16]=[CH:17][CH:18]=[CH:19][CH:20]=1. (2) Given the reactants [O:1]=[C:2]1[NH:6][CH:5]([CH2:7][C:8]2[O:9][C:10]3[CH:16]=[C:15]([C:17]4[C:25]5[C:20](=[CH:21][C:22]([F:26])=[CH:23][CH:24]=5)[N:19](C(OC(C)(C)C)=O)[CH:18]=4)[CH:14]=[CH:13][C:11]=3[N:12]=2)[C:4](=[O:34])[NH:3]1.C(O)(C(F)(F)F)=O, predict the reaction product. The product is: [F:26][C:22]1[CH:21]=[C:20]2[C:25]([C:17]([C:15]3[CH:14]=[CH:13][C:11]4[N:12]=[C:8]([CH2:7][CH:5]5[NH:6][C:2](=[O:1])[NH:3][C:4]5=[O:34])[O:9][C:10]=4[CH:16]=3)=[CH:18][NH:19]2)=[CH:24][CH:23]=1. (3) The product is: [Cl:3][C:4]1[CH:5]=[CH:6][C:7]([C:10]([C:20]2[CH:21]=[CH:22][C:23]([NH2:26])=[CH:24][CH:25]=2)([O:15][Si:16]([CH3:19])([CH3:17])[CH3:18])[C:11]([F:14])([F:13])[F:12])=[CH:8][CH:9]=1. Given the reactants [BH4-].[Na+].[Cl:3][C:4]1[CH:9]=[CH:8][C:7]([C:10]([C:20]2[CH:25]=[CH:24][C:23]([N+:26]([O-])=O)=[CH:22][CH:21]=2)([O:15][Si:16]([CH3:19])([CH3:18])[CH3:17])[C:11]([F:14])([F:13])[F:12])=[CH:6][CH:5]=1, predict the reaction product. (4) The product is: [F:1][C:2]1[CH:3]=[C:4]([N+:34]([O-:36])=[O:35])[C:5]([OH:33])=[C:6]([C:8]([CH3:32])([CH3:31])[CH2:9][C:10]([OH:30])([C:26]([F:28])([F:27])[F:29])[C:11]([NH:13][C:14]2[CH:15]=[CH:16][C:17]3[C:22](=[O:23])[O:21][N:20]=[C:19]([CH3:24])[C:18]=3[CH:25]=2)=[O:12])[CH:7]=1. Given the reactants [F:1][C:2]1[CH:3]=[CH:4][C:5]([OH:33])=[C:6]([C:8]([CH3:32])([CH3:31])[CH2:9][C:10]([OH:30])([C:26]([F:29])([F:28])[F:27])[C:11]([NH:13][C:14]2[CH:15]=[CH:16][C:17]3[C:22](=[O:23])[O:21][N:20]=[C:19]([CH3:24])[C:18]=3[CH:25]=2)=[O:12])[CH:7]=1.[N+:34]([O-])([OH:36])=[O:35].C(=O)(O)[O-].[Na+], predict the reaction product.